Dataset: Catalyst prediction with 721,799 reactions and 888 catalyst types from USPTO. Task: Predict which catalyst facilitates the given reaction. (1) Reactant: [CH3:1][O:2][C:3]1[CH:4]=[C:5]([C:13]2[CH:22]=[C:21]3[C:16]([CH:17]=[CH:18][CH:19]=[N:20]3)=[CH:15][N:14]=2)[CH:6]=[C:7]([O:11][CH3:12])[C:8]=1[O:9][CH3:10].C(N(CC)C1C=CC=CC=1)C.P(Cl)(Cl)([Cl:36])=O. Product: [Cl:36][C:15]1[N:14]=[C:13]([C:5]2[CH:6]=[C:7]([O:11][CH3:12])[C:8]([O:9][CH3:10])=[C:3]([O:2][CH3:1])[CH:4]=2)[CH:22]=[C:21]2[C:16]=1[CH:17]=[CH:18][CH:19]=[N:20]2. The catalyst class is: 310. (2) Reactant: [Cl:1][C:2]1[N:7]=[C:6]([NH:8][CH:9]2[CH2:14][CH2:13][CH2:12][CH:11]([NH2:15])[CH2:10]2)[CH:5]=[C:4]([I:16])[CH:3]=1.C(N(CC)CC)C.[O:24]=[C:25]1[C:33]2[C:28](=[CH:29][CH:30]=[CH:31][CH:32]=2)[C:27](=[O:34])[N:26]1[CH2:35][CH2:36][S:37](Cl)(=[O:39])=[O:38]. Product: [Cl:1][C:2]1[N:7]=[C:6]([NH:8][CH:9]2[CH2:14][CH2:13][CH2:12][CH:11]([NH:15][S:37]([CH2:36][CH2:35][N:26]3[C:25](=[O:24])[C:33]4[C:28](=[CH:29][CH:30]=[CH:31][CH:32]=4)[C:27]3=[O:34])(=[O:38])=[O:39])[CH2:10]2)[CH:5]=[C:4]([I:16])[CH:3]=1. The catalyst class is: 2. (3) Reactant: C([O:3][C:4](=[O:30])[C:5]1[CH:10]=[CH:9][C:8]([C:11]#[C:12][C:13]2[CH:14]=[C:15]3[C:20](=[C:21]([CH:23]4[CH2:25][CH2:24]4)[CH:22]=2)[O:19][C:18]([CH3:27])([CH3:26])[CH2:17][C:16]3([CH3:29])[CH3:28])=[CH:7][CH:6]=1)C.CO.[OH-].[Na+].O. Product: [CH:23]1([C:21]2[CH:22]=[C:13]([C:12]#[C:11][C:8]3[CH:7]=[CH:6][C:5]([C:4]([OH:30])=[O:3])=[CH:10][CH:9]=3)[CH:14]=[C:15]3[C:20]=2[O:19][C:18]([CH3:26])([CH3:27])[CH2:17][C:16]3([CH3:29])[CH3:28])[CH2:24][CH2:25]1. The catalyst class is: 10.